This data is from Forward reaction prediction with 1.9M reactions from USPTO patents (1976-2016). The task is: Predict the product of the given reaction. (1) Given the reactants [CH3:1][O:2][C:3](=[O:15])[C:4]1[CH:9]=[C:8]([F:10])[CH:7]=[C:6](F)[C:5]=1[N+:12]([O-:14])=[O:13].C(=O)([O-])[O-].[NH4+:20].[NH4+].O, predict the reaction product. The product is: [CH3:1][O:2][C:3](=[O:15])[C:4]1[CH:9]=[C:8]([F:10])[CH:7]=[C:6]([NH2:20])[C:5]=1[N+:12]([O-:14])=[O:13]. (2) Given the reactants [CH:1]1([C:5]2[S:6][C:7]3[N:8]=[CH:9][N:10]=[C:11](O)[C:12]=3[N:13]=2)[CH2:4][CH2:3][CH2:2]1.[NH:15]1[C:23]2[C:18](=[CH:19][C:20]([NH2:24])=[CH:21][CH:22]=2)[CH:17]=[N:16]1, predict the reaction product. The product is: [CH:1]1([C:5]2[S:6][C:7]3[N:8]=[CH:9][N:10]=[C:11]([NH:24][C:20]4[CH:19]=[C:18]5[C:23](=[CH:22][CH:21]=4)[NH:15][N:16]=[CH:17]5)[C:12]=3[N:13]=2)[CH2:4][CH2:3][CH2:2]1. (3) Given the reactants [CH3:1][O:2][C:3]1[CH:4]=[C:5]([CH:8]=[CH:9][C:10]=1[N:11]1[CH:15]=[C:14]([CH3:16])[N:13]=[CH:12]1)[CH:6]=O.[CH2:17]([O:19][C:20](=[O:40])[CH:21](P(OCC)(OCC)=O)[CH2:22][CH2:23][CH2:24][O:25][CH:26]1[CH2:31][CH2:30][CH2:29][CH2:28][O:27]1)[CH3:18].O.[OH-].[Li+].[Cl-].[NH4+], predict the reaction product. The product is: [CH2:17]([O:19][C:20](=[O:40])/[C:21](=[CH:6]/[C:5]1[CH:8]=[CH:9][C:10]([N:11]2[CH:15]=[C:14]([CH3:16])[N:13]=[CH:12]2)=[C:3]([O:2][CH3:1])[CH:4]=1)/[CH2:22][CH2:23][CH2:24][O:25][CH:26]1[CH2:31][CH2:30][CH2:29][CH2:28][O:27]1)[CH3:18].